Dataset: Reaction yield outcomes from USPTO patents with 853,638 reactions. Task: Predict the reaction yield, written as a fraction of the theoretical maximum amount of product (1.0 means a 100% yield; for example, 0.34 means a 34% yield). (1) The reactants are [CH3:1][C:2]1([CH3:10])[O:7][C:6](=[O:8])[CH2:5][C:4](=[O:9])[O:3]1.[CH3:11]OC(OC)OC.[I:18][C:19]1[CH:20]=[C:21]([CH:23]=[CH:24][C:25]=1[O:26][CH3:27])[NH2:22]. No catalyst specified. The product is [I:18][C:19]1[CH:20]=[C:21]([NH:22][CH:11]=[C:5]2[C:6](=[O:8])[O:7][C:2]([CH3:10])([CH3:1])[O:3][C:4]2=[O:9])[CH:23]=[CH:24][C:25]=1[O:26][CH3:27]. The yield is 0.859. (2) The reactants are Br[C:2]1[CH:16]=[C:15]([F:17])[C:14]([O:18][CH3:19])=[CH:13][C:3]=1[O:4][C:5]1[CH:12]=[CH:11][C:8]([C:9]#[N:10])=[CH:7][CH:6]=1.C(=O)([O-])[O-].[Na+].[Na+].O.C(OCC)C. The catalyst is CC(N(C)C)=O.C([O-])(=O)C.[Pd+2].C([O-])(=O)C. The product is [F:17][C:15]1[C:14]([O:18][CH3:19])=[CH:13][C:3]2[O:4][C:5]3[CH:12]=[CH:11][C:8]([C:9]#[N:10])=[CH:7][C:6]=3[C:2]=2[CH:16]=1. The yield is 0.480. (3) The reactants are [NH2:1][C:2]1[CH:7]=[CH:6][C:5]([C:8]2[CH:13]=[CH:12][C:11]([C:14](=[O:22])[CH2:15][C:16]([CH3:21])([CH3:20])[C:17]([OH:19])=[O:18])=[CH:10][CH:9]=2)=[CH:4][CH:3]=1.Br[C:24]1[S:25][C:26]([N+:29]([O-:31])=[O:30])=[CH:27][N:28]=1. The catalyst is C(O)CCC. The product is [CH3:21][C:16]([CH3:20])([CH2:15][C:14]([C:11]1[CH:12]=[CH:13][C:8]([C:5]2[CH:4]=[CH:3][C:2]([NH:1][C:24]3[S:25][C:26]([N+:29]([O-:31])=[O:30])=[CH:27][N:28]=3)=[CH:7][CH:6]=2)=[CH:9][CH:10]=1)=[O:22])[C:17]([OH:19])=[O:18]. The yield is 0.100. (4) The reactants are C(N(CC)CC)C.C1C=CC2N(O)N=NC=2C=1.CCN=C=NCCCN(C)C.Cl.[I:30][C:31]1[CH:36]=[CH:35][C:34]([CH2:37][C:38]([OH:40])=O)=[CH:33][CH:32]=1.[NH:41]1[CH2:46][CH2:45][O:44][CH2:43][CH2:42]1. The catalyst is CN(C=O)C. The product is [I:30][C:31]1[CH:32]=[CH:33][C:34]([CH2:37][C:38]([N:41]2[CH2:46][CH2:45][O:44][CH2:43][CH2:42]2)=[O:40])=[CH:35][CH:36]=1. The yield is 0.621.